From a dataset of Forward reaction prediction with 1.9M reactions from USPTO patents (1976-2016). Predict the product of the given reaction. (1) The product is: [C:36]([O:40][C:41]([NH:43][C@@H:44]([CH2:48][CH3:49])[C:45]([N:23]1[C:31]2[C:26](=[CH:27][CH:28]=[CH:29][CH:30]=2)[CH2:25][C@H:24]1[C:32]([O:34][CH3:35])=[O:33])=[O:46])=[O:42])([CH3:39])([CH3:38])[CH3:37]. Given the reactants C(N(CC)CC)C.O=C1N(P(Cl)(N2CCOC2=O)=O)CCO1.[NH:23]1[C:31]2[C:26](=[CH:27][CH:28]=[CH:29][CH:30]=2)[CH2:25][CH:24]1[C:32]([O:34][CH3:35])=[O:33].[C:36]([O:40][C:41]([NH:43][C@@H:44]([CH2:48][CH3:49])[C:45](O)=[O:46])=[O:42])([CH3:39])([CH3:38])[CH3:37], predict the reaction product. (2) Given the reactants [Cl:1][C:2]1[C:7]2[CH2:8][O:9][C@:10]3([CH3:15])[C@H:14]([C:6]=2[CH:5]=[CH:4][CH:3]=1)[CH2:13][NH:12][CH2:11]3.[Br:16]N1C(=O)CCC1=O, predict the reaction product. The product is: [Br:16][C:5]1[C:6]2[C@H:14]3[C@:10]([CH3:15])([CH2:11][NH:12][CH2:13]3)[O:9][CH2:8][C:7]=2[C:2]([Cl:1])=[CH:3][CH:4]=1. (3) Given the reactants [CH3:1][O:2][C:3]1[CH:4]=[CH:5][C:6]2[CH2:7][C@H:8]3[N:19]([C:20]4[CH:25]=[CH:24][C:23]([N+]([O-])=O)=[CH:22][CH:21]=4)[CH2:18][CH2:17][C@@:14]4([C:15]=2[CH:16]=1)[C@H:9]3[CH2:10][CH2:11][CH2:12][CH2:13]4.P(C(C)(C)C)(C(C)(C)C)C(C)(C)C.CCCCCC.O(C(C)(C)C)[Na], predict the reaction product. The product is: [CH3:1][O:2][C:3]1[CH:4]=[CH:5][C:6]2[CH2:7][C@H:8]3[N:19]([C:20]4[CH:25]=[CH:24][CH:23]=[CH:22][CH:21]=4)[CH2:18][CH2:17][C@@:14]4([C:15]=2[CH:16]=1)[C@H:9]3[CH2:10][CH2:11][CH2:12][CH2:13]4. (4) Given the reactants [S:1]1[CH:5]=[CH:4][N:3]=[C:2]1[C:6]1[NH:7][C:8]2[C:13]([CH:14]=1)=[CH:12][CH:11]=[CH:10][C:9]=2[CH:15]=[O:16].[CH3:17][Mg]Br.[Cl-].[NH4+], predict the reaction product. The product is: [S:1]1[CH:5]=[CH:4][N:3]=[C:2]1[C:6]1[NH:7][C:8]2[C:13]([CH:14]=1)=[CH:12][CH:11]=[CH:10][C:9]=2[CH:15]([OH:16])[CH3:17]. (5) Given the reactants Cl.[NH2:2][C@@H:3]1[CH2:8][CH2:7][CH2:6][CH2:5][C@H:4]1[CH2:9][OH:10].C([O-])([O-])=O.[Na+].[Na+].Cl[C:18]([O:20][CH2:21][C:22]1[CH:27]=[CH:26][CH:25]=[CH:24][CH:23]=1)=[O:19], predict the reaction product. The product is: [CH2:21]([O:20][C:18](=[O:19])[NH:2][C@@H:3]1[CH2:8][CH2:7][CH2:6][CH2:5][C@H:4]1[CH2:9][OH:10])[C:22]1[CH:27]=[CH:26][CH:25]=[CH:24][CH:23]=1. (6) Given the reactants [C:1]([O:5][C:6]([N:8]1[CH2:16][C:15]2[C:10](=[CH:11][C:12](I)=[C:13]([F:17])[CH:14]=2)[CH2:9]1)=[O:7])([CH3:4])([CH3:3])[CH3:2].[NH:19]1[CH2:24][CH2:23][O:22][CH2:21][CH2:20]1, predict the reaction product. The product is: [C:1]([O:5][C:6]([N:8]1[CH2:16][C:15]2[C:10](=[CH:11][C:12]([N:19]3[CH2:24][CH2:23][O:22][CH2:21][CH2:20]3)=[C:13]([F:17])[CH:14]=2)[CH2:9]1)=[O:7])([CH3:4])([CH3:3])[CH3:2]. (7) The product is: [CH2:6]([O:8][C:9](=[O:42])[O:10][CH2:11][CH2:12][O:13][C:14]1[CH:19]=[C:18]([O:20][CH3:21])[CH:17]=[C:16]([CH:22]([NH:32][C:33]2[CH:34]=[CH:35][C:36]([C:39]#[N:40])=[CH:37][CH:38]=2)[C:23]2[NH:26][C:27](=[O:29])[N:49]([C:44]3[N:45]=[CH:46][CH:47]=[CH:48][N:43]=3)[N:50]=2)[C:15]=1[F:41])[CH3:7]. Given the reactants O1CCCC1.[CH2:6]([O:8][C:9](=[O:42])[O:10][CH2:11][CH2:12][O:13][C:14]1[CH:19]=[C:18]([O:20][CH3:21])[CH:17]=[C:16]([CH:22]([NH:32][C:33]2[CH:38]=[CH:37][C:36]([C:39]#[N:40])=[CH:35][CH:34]=2)[C:23](=[N:26][C:27]([O:29]CC)=O)SC)[C:15]=1[F:41])[CH3:7].[N:43]1[CH:48]=[CH:47][CH:46]=[N:45][C:44]=1[NH:49][NH2:50].N12CCCN=C1CCCCC2, predict the reaction product.